Dataset: Forward reaction prediction with 1.9M reactions from USPTO patents (1976-2016). Task: Predict the product of the given reaction. (1) Given the reactants Cl[C:2]1[N:11]=[C:10]([NH:12][CH2:13][CH:14]([C:21]2[CH:26]=[CH:25][CH:24]=[CH:23][CH:22]=2)[C:15]2[CH:20]=[CH:19][CH:18]=[CH:17][CH:16]=2)[C:9]2[C:4](=[CH:5][C:6]([O:29][CH3:30])=[C:7]([O:27][CH3:28])[CH:8]=2)[N:3]=1.[N:31]1[CH:36]=[CH:35][CH:34]=[C:33](B(O)O)[CH:32]=1.C(NC1C2C(=CC=CC=2)N=C(C2SC3C=CC=CC=3C=2)N=1)(C1C=CC=CC=1)C1C=CC=CC=1, predict the reaction product. The product is: [C:15]1([CH:14]([C:21]2[CH:26]=[CH:25][CH:24]=[CH:23][CH:22]=2)[CH2:13][NH:12][C:10]2[C:9]3[C:4](=[CH:5][C:6]([O:29][CH3:30])=[C:7]([O:27][CH3:28])[CH:8]=3)[N:3]=[C:2]([C:33]3[CH:32]=[N:31][CH:36]=[CH:35][CH:34]=3)[N:11]=2)[CH:20]=[CH:19][CH:18]=[CH:17][CH:16]=1. (2) Given the reactants [Cl:1][C:2]1[CH:7]=[C:6]([C:8]2[CH:9]=[N:10][CH:11]=[CH:12][CH:13]=2)[CH:5]=[CH:4][C:3]=1[C:14]1[C:26](=[O:27])[N:25]([CH2:28][CH3:29])[C:17]2[N:18]=[C:19](S(C)=O)[N:20]=[CH:21][C:16]=2[CH:15]=1.[NH2:30][C:31]1[CH:36]=[CH:35][CH:34]=[CH:33][CH:32]=1, predict the reaction product. The product is: [NH:30]([C:19]1[N:20]=[CH:21][C:16]2[CH:15]=[C:14]([C:3]3[CH:4]=[CH:5][C:6]([C:8]4[CH:9]=[N:10][CH:11]=[CH:12][CH:13]=4)=[CH:7][C:2]=3[Cl:1])[C:26](=[O:27])[N:25]([CH2:28][CH3:29])[C:17]=2[N:18]=1)[C:31]1[CH:36]=[CH:35][CH:34]=[CH:33][CH:32]=1. (3) Given the reactants ClC1[CH:7]=[C:6]([N:8]2[CH2:12][CH2:11][CH2:10][CH2:9]2)[N:5]=[C:4](/[CH:13]=[CH:14]/[C:15]2[N:24]=[C:23]([N:25]([CH3:27])[CH3:26])[C:22]3[C:17](=[CH:18][CH:19]=[CH:20][CH:21]=3)[N:16]=2)[N:3]=1.[Br-].[CH3:29][C:30]1[N:35]=[C:34]([Zn+])[CH:33]=[CH:32][CH:31]=1.[C:37](=O)(O)[O-].[Na+], predict the reaction product. The product is: [CH3:27][N:25]([CH3:26])[C:23]1[C:22]2[C:17](=[CH:18][CH:19]=[CH:20][CH:21]=2)[N:16]=[C:15](/[CH:14]=[CH:13]/[C:4]2[N:3]=[C:29]([C:30]3[C:31]([CH3:37])=[CH:32][CH:33]=[CH:34][N:35]=3)[CH:7]=[C:6]([N:8]3[CH2:9][CH2:10][CH2:11][CH2:12]3)[N:5]=2)[N:24]=1. (4) Given the reactants [CH3:1][O:2][CH2:3][CH2:4][C:5]([C:7]1[CH:8]=[C:9]2[C:14](=[CH:15][C:16]=1[C:17]([F:20])([F:19])[F:18])[NH:13][C:12](=[O:21])[N:11]([NH:22][S:23]([CH3:26])(=[O:25])=[O:24])[C:10]2=[O:27])=[O:6].[BH4-].[Na+].Cl, predict the reaction product. The product is: [OH:6][CH:5]([C:7]1[CH:8]=[C:9]2[C:14](=[CH:15][C:16]=1[C:17]([F:18])([F:19])[F:20])[NH:13][C:12](=[O:21])[N:11]([NH:22][S:23]([CH3:26])(=[O:25])=[O:24])[C:10]2=[O:27])[CH2:4][CH2:3][O:2][CH3:1].